Predict which catalyst facilitates the given reaction. From a dataset of Catalyst prediction with 721,799 reactions and 888 catalyst types from USPTO. (1) Reactant: [N:1]([CH2:4][C:5]1[CH:10]=[C:9]([C:11]2[CH:38]=[CH:37][C:14]([C:15]([N:17]3[CH2:22][CH2:21][N:20]([S:23]([C:26]4[CH:35]=[CH:34][C:33]5[C:28](=[CH:29][CH:30]=[C:31]([Cl:36])[CH:32]=5)[CH:27]=4)(=[O:25])=[O:24])[CH2:19][CH2:18]3)=[O:16])=[CH:13][CH:12]=2)[CH:8]=[CH:7][N:6]=1)=[N+]=[N-].O.C1(P(C2C=CC=CC=2)C2C=CC=CC=2)C=CC=CC=1. Product: [ClH:36].[NH2:1][CH2:4][C:5]1[CH:10]=[C:9]([C:11]2[CH:38]=[CH:37][C:14]([C:15]([N:17]3[CH2:22][CH2:21][N:20]([S:23]([C:26]4[CH:35]=[CH:34][C:33]5[C:28](=[CH:29][CH:30]=[C:31]([Cl:36])[CH:32]=5)[CH:27]=4)(=[O:24])=[O:25])[CH2:19][CH2:18]3)=[O:16])=[CH:13][CH:12]=2)[CH:8]=[CH:7][N:6]=1. The catalyst class is: 7. (2) Reactant: [C:1]([C:3]1[CH:4]=[C:5]2[C:10](=[CH:11][CH:12]=1)[CH:9]=[N:8][CH:7]=[C:6]2[CH2:13][C:14](O)=O)#[CH:2].CCN(C(C)C)C(C)C.[NH2:26][C:27]1[C:28](=[O:40])[N:29]([CH3:39])[C:30](=[O:38])[N:31]([CH2:34][CH:35]([CH3:37])[CH3:36])[C:32]=1[NH2:33]. Product: [C:1]([C:3]1[CH:4]=[C:5]2[C:10](=[CH:11][CH:12]=1)[CH:9]=[N:8][CH:7]=[C:6]2[CH2:13][C:14]1[NH:26][C:27]2[C:28](=[O:40])[N:29]([CH3:39])[C:30](=[O:38])[N:31]([CH2:34][CH:35]([CH3:37])[CH3:36])[C:32]=2[N:33]=1)#[CH:2]. The catalyst class is: 3.